Dataset: Full USPTO retrosynthesis dataset with 1.9M reactions from patents (1976-2016). Task: Predict the reactants needed to synthesize the given product. (1) Given the product [CH3:20][O:19][C:14]1[CH:15]=[CH:16][CH:17]=[CH:18][C:13]=1[C:12](=[O:11])[CH2:2][C:1]#[N:3], predict the reactants needed to synthesize it. The reactants are: [C:1](#[N:3])[CH3:2].C([Li])CCC.C([O:11][C:12](=O)[C:13]1[CH:18]=[CH:17][CH:16]=[CH:15][C:14]=1[O:19][CH3:20])C.[OH-].[Na+]. (2) Given the product [CH:16]1([CH2:21][C:22]([N:9]2[CH2:8][CH2:7][C:6]3([C:4](=[O:5])[N:32]([C:31]4[CH:33]=[CH:34][C:28]([CH:25]5[CH2:27][CH2:26]5)=[CH:29][CH:30]=4)[CH2:13][CH2:12]3)[CH2:11][CH2:10]2)=[O:23])[CH2:20][CH2:19][CH2:18][CH2:17]1, predict the reactants needed to synthesize it. The reactants are: C(O[C:4]([C:6]1([CH2:12][CH2:13]OC)[CH2:11][CH2:10][NH:9][CH2:8][CH2:7]1)=[O:5])C.[CH:16]1([CH2:21][C:22](Cl)=[O:23])[CH2:20][CH2:19][CH2:18][CH2:17]1.[CH:25]1([C:28]2[CH:34]=[CH:33][C:31]([NH2:32])=[CH:30][CH:29]=2)[CH2:27][CH2:26]1. (3) Given the product [Na+:6].[Br-:7].[O-:3][S:2]([O-:4])=[O:1].[Na+:6].[Na+:6].[O-:4][S:2]([O-:5])(=[O:3])=[O:1].[Na+:6].[Na+:6], predict the reactants needed to synthesize it. The reactants are: [OH:1][S:2]([O-:5])(=[O:4])=[O:3].[Na+:6].[BrH:7].[OH-].[Na+]. (4) Given the product [CH3:37][C:9]1[CH:10]=[C:11]([O:14][CH2:15][CH2:16][C@@H:17]([O:19][C:20]2[C:25]([O:26][C:27]3[CH:32]=[CH:31][CH:30]=[CH:29][CH:28]=3)=[CH:24][C:23]([C:33]([F:36])([F:34])[F:35])=[CH:22][N:21]=2)[CH3:18])[CH:12]=[CH:13][C:8]=1[CH2:7][CH2:6][C:5]([OH:38])=[O:4], predict the reactants needed to synthesize it. The reactants are: [OH-].[Na+].C[O:4][C:5](=[O:38])[CH2:6][CH2:7][C:8]1[CH:13]=[CH:12][C:11]([O:14][CH2:15][CH2:16][C@@H:17]([O:19][C:20]2[C:25]([O:26][C:27]3[CH:32]=[CH:31][CH:30]=[CH:29][CH:28]=3)=[CH:24][C:23]([C:33]([F:36])([F:35])[F:34])=[CH:22][N:21]=2)[CH3:18])=[CH:10][C:9]=1[CH3:37].Cl.